From a dataset of Full USPTO retrosynthesis dataset with 1.9M reactions from patents (1976-2016). Predict the reactants needed to synthesize the given product. (1) Given the product [CH3:1][O:2][C:3](=[O:9])[C:4]([CH3:8])([CH3:7])[CH2:5][NH:6][CH:10]1[CH2:14][CH2:13][CH2:12][CH2:11]1, predict the reactants needed to synthesize it. The reactants are: [CH3:1][O:2][C:3](=[O:9])[C:4]([CH3:8])([CH3:7])[CH2:5][NH2:6].[C:10]1(=O)[CH2:14][CH2:13][CH2:12][CH2:11]1.C([O-])(=O)C.[Na+].C(O[BH-](OC(=O)C)OC(=O)C)(=O)C.[Na+]. (2) Given the product [CH2:1]([O:8][C:9]1[CH:26]=[CH:25][C:24]([C:33]2[CH:34]=[CH:35][C:30]([CH:28]=[O:29])=[CH:31][CH:32]=2)=[CH:23][C:10]=1[CH2:11][N:12]([CH3:22])[C:13](=[O:21])[CH2:14][CH2:15][CH2:16][CH2:17][CH2:18][CH2:19][CH3:20])[C:2]1[CH:7]=[CH:6][CH:5]=[CH:4][CH:3]=1, predict the reactants needed to synthesize it. The reactants are: [CH2:1]([O:8][C:9]1[CH:26]=[CH:25][C:24](Br)=[CH:23][C:10]=1[CH2:11][N:12]([CH3:22])[C:13](=[O:21])[CH2:14][CH2:15][CH2:16][CH2:17][CH2:18][CH2:19][CH3:20])[C:2]1[CH:7]=[CH:6][CH:5]=[CH:4][CH:3]=1.[CH:28]([C:30]1[CH:35]=[CH:34][C:33](B(O)O)=[CH:32][CH:31]=1)=[O:29]. (3) Given the product [NH2:1][C:2]1[N:7]=[CH:6][C:5]([C:8]([N:10]=[S:11]([CH2:14][CH2:15][CH2:16][CH2:17][C:18]([O:20][CH3:21])=[O:19])([CH3:13])=[O:12])=[O:9])=[CH:4][C:3]=1[C:22]#[C:23][C:24]1[CH:29]=[CH:28][CH:27]=[C:26]([NH:30][C:34](=[O:35])[C:33]2[CH:37]=[C:38]([CH3:41])[CH:39]=[CH:40][C:32]=2[F:31])[CH:25]=1, predict the reactants needed to synthesize it. The reactants are: [NH2:1][C:2]1[N:7]=[CH:6][C:5]([C:8]([N:10]=[S:11]([CH2:14][CH2:15][CH2:16][CH2:17][C:18]([O:20][CH3:21])=[O:19])([CH3:13])=[O:12])=[O:9])=[CH:4][C:3]=1[C:22]#[C:23][C:24]1[CH:29]=[CH:28][CH:27]=[C:26]([NH2:30])[CH:25]=1.[F:31][C:32]1[CH:40]=[CH:39][C:38]([CH3:41])=[CH:37][C:33]=1[C:34](O)=[O:35].CCN=C=NCCCN(C)C.